The task is: Regression. Given a peptide amino acid sequence and an MHC pseudo amino acid sequence, predict their binding affinity value. This is MHC class I binding data.. This data is from Peptide-MHC class I binding affinity with 185,985 pairs from IEDB/IMGT. (1) The peptide sequence is LVRHYFRYI. The MHC is HLA-B15:01 with pseudo-sequence HLA-B15:01. The binding affinity (normalized) is 0.532. (2) The peptide sequence is FPRGQGVPI. The MHC is HLA-B40:01 with pseudo-sequence HLA-B40:01. The binding affinity (normalized) is 0.0847. (3) The peptide sequence is VPFPVVNAM. The MHC is HLA-B51:01 with pseudo-sequence HLA-B51:01. The binding affinity (normalized) is 0.339. (4) The peptide sequence is LQIRGRERF. The MHC is HLA-B27:05 with pseudo-sequence HLA-B27:05. The binding affinity (normalized) is 0.359. (5) The MHC is HLA-A02:01 with pseudo-sequence HLA-A02:01. The peptide sequence is KLSMGLITI. The binding affinity (normalized) is 0.691.